Dataset: Reaction yield outcomes from USPTO patents with 853,638 reactions. Task: Predict the reaction yield, written as a fraction of the theoretical maximum amount of product (1.0 means a 100% yield; for example, 0.34 means a 34% yield). The reactants are [CH2:1]([N:5]1[C:10](=[O:11])[C:9](COS(C)(=O)=O)=[CH:8][C:7]([C:18]2[CH:23]=[CH:22][CH:21]=[CH:20][CH:19]=2)=[N:6]1)[CH:2]([CH3:4])[CH3:3].[N:24]1([C:30]([O:32][C:33]([CH3:36])([CH3:35])[CH3:34])=[O:31])[CH2:29][CH2:28][NH:27][CH2:26][CH2:25]1.[CH3:37]N(C)C=O. The product is [C:33]([O:32][C:30]([N:24]1[CH2:29][CH2:28][N:27]([C:9]2[C:10](=[O:11])[N:5]([CH2:1][CH:2]([CH3:3])[CH3:4])[N:6]=[C:7]([C:18]3[CH:19]=[CH:20][CH:21]=[CH:22][CH:23]=3)[C:8]=2[CH3:37])[CH2:26][CH2:25]1)=[O:31])([CH3:36])([CH3:35])[CH3:34]. The yield is 0.835. No catalyst specified.